Predict the reactants needed to synthesize the given product. From a dataset of Full USPTO retrosynthesis dataset with 1.9M reactions from patents (1976-2016). (1) Given the product [CH3:10][S:9][C:7]1[N:6]2[CH:11]=[CH:12][N:13]=[C:5]2[CH:4]=[C:3]([C:23]2[CH:22]=[CH:21][C:20]([N:17]3[CH2:16][CH2:15][O:14][CH2:19][CH2:18]3)=[CH:25][CH:24]=2)[N:8]=1, predict the reactants needed to synthesize it. The reactants are: Cl.Cl[C:3]1[N:8]=[C:7]([S:9][CH3:10])[N:6]2[CH:11]=[CH:12][N:13]=[C:5]2[CH:4]=1.[O:14]1[CH2:19][CH2:18][N:17]([C:20]2[CH:25]=[CH:24][C:23](B(O)O)=[CH:22][CH:21]=2)[CH2:16][CH2:15]1.P([O-])([O-])([O-])=O.[K+].[K+].[K+].CC(C1C=C(C(C)C)C(C2C=CC=CC=2P(C2CCCCC2)C2CCCCC2)=C(C(C)C)C=1)C. (2) The reactants are: [Cl:1][C:2]1[S:6][C:5]([C:7]2[N:12]=[C:11]([NH:13][C:14]3[CH:19]=[CH:18][C:17]([CH2:20][C:21]([NH:23][OH:24])=[NH:22])=[CH:16][CH:15]=3)[C:10]([CH2:25][CH3:26])=[C:9]([CH3:27])[N:8]=2)=[CH:4][CH:3]=1.Cl[C:29]([O:31][C:32]1[CH:37]=[CH:36][CH:35]=[CH:34][CH:33]=1)=[O:30].CCN(CC)CC. Given the product [Cl:1][C:2]1[S:6][C:5]([C:7]2[N:12]=[C:11]([NH:13][C:14]3[CH:15]=[CH:16][C:17]([CH2:20]/[C:21](=[N:22]\[C:29](=[O:30])[O:31][C:32]4[CH:37]=[CH:36][CH:35]=[CH:34][CH:33]=4)/[NH:23][OH:24])=[CH:18][CH:19]=3)[C:10]([CH2:25][CH3:26])=[C:9]([CH3:27])[N:8]=2)=[CH:4][CH:3]=1, predict the reactants needed to synthesize it. (3) The reactants are: [C:1]([O:7][CH2:8][C@H:9]([C:15]1[C:16](Br)=[C:17]2[C:22](=[CH:23][C:24]=1[CH3:25])[N:21]=[C:20]([CH3:26])[CH:19]=[CH:18]2)[O:10][C:11]([CH3:14])([CH3:13])[CH3:12])(=[O:6])[C:2]([CH3:5])([CH3:4])[CH3:3].[Cl:28][C:29]1[CH:34]=[CH:33][C:32](B(O)O)=[CH:31][CH:30]=1.C([O-])([O-])=O.[K+].[K+]. Given the product [C:1]([O:7][CH2:8][C@@H:9]([O:10][C:11]([CH3:14])([CH3:13])[CH3:12])[C:15]1[C:16]([C:32]2[CH:33]=[CH:34][C:29]([Cl:28])=[CH:30][CH:31]=2)=[C:17]2[C:22](=[CH:23][C:24]=1[CH3:25])[N:21]=[C:20]([CH3:26])[CH:19]=[CH:18]2)(=[O:6])[C:2]([CH3:5])([CH3:4])[CH3:3], predict the reactants needed to synthesize it. (4) Given the product [Cl:1][CH2:2][C:3]([C:15]1[CH:20]=[CH:19][C:18]([F:21])=[CH:17][C:16]=1[F:22])([OH:14])[CH:4]([OH:6])[CH3:5], predict the reactants needed to synthesize it. The reactants are: [Cl:1][CH2:2][C:3]([C:15]1[CH:20]=[CH:19][C:18]([F:21])=[CH:17][C:16]=1[F:22])([OH:14])[CH:4]([O:6][Si](C(C)(C)C)(C)C)[CH3:5].Cl.O.C(OCC)(=O)C. (5) Given the product [Cl:1][C:2]1[CH:3]=[C:4]([C:24]2([C:25]([O:27][CH2:28][CH3:29])=[O:26])[CH2:38][CH2:37][C:33]([CH3:40])([CH3:32])[CH2:34][CH2:35]2)[CH:5]=[C:6]([C:14]2[CH:15]=[CH:16][C:17]([C:20]([F:21])([F:22])[F:23])=[CH:18][CH:19]=2)[C:7]=1[O:8][CH2:9][C:10]([F:13])([F:12])[F:11], predict the reactants needed to synthesize it. The reactants are: [Cl:1][C:2]1[CH:3]=[C:4]([CH2:24][C:25]([O:27][CH2:28][CH3:29])=[O:26])[CH:5]=[C:6]([C:14]2[CH:19]=[CH:18][C:17]([C:20]([F:23])([F:22])[F:21])=[CH:16][CH:15]=2)[C:7]=1[O:8][CH2:9][C:10]([F:13])([F:12])[F:11].[H-].[Na+].[CH3:32][C:33]([CH3:40])([CH2:37][CH2:38]Br)[CH2:34][CH2:35]Br.[NH4+].[Cl-]. (6) Given the product [CH:1]1([N:5]([CH3:17])[CH2:6]/[CH:7]=[CH:8]/[C:9]([O:11][CH3:12])=[O:10])[CH2:2][CH2:3][CH2:4]1, predict the reactants needed to synthesize it. The reactants are: [CH:1]1([NH:5][CH2:6]/[CH:7]=[CH:8]/[C:9]([O:11][CH3:12])=[O:10])[CH2:4][CH2:3][CH2:2]1.C=O.[BH-](OC(C)=O)(OC(C)=O)O[C:17](C)=O.[Na+]. (7) Given the product [C:15]([C:17]1[CH:25]=[CH:24][C:20]([C:21]([NH:14][C:3]2[S:2][C:6]3[CH2:7][C:8]4[CH:9]=[CH:10][CH:11]=[CH:12][C:13]=4[C:5]=3[N:4]=2)=[O:22])=[CH:19][CH:18]=1)#[N:16], predict the reactants needed to synthesize it. The reactants are: I.[S:2]1[C:6]2[CH2:7][C:8]3[CH:9]=[CH:10][CH:11]=[CH:12][C:13]=3[C:5]=2[N:4]=[C:3]1[NH2:14].[C:15]([C:17]1[CH:25]=[CH:24][C:20]([C:21](Cl)=[O:22])=[CH:19][CH:18]=1)#[N:16]. (8) Given the product [F:1][C:2]1[C:10]([F:11])=[C:9]([F:12])[CH:8]=[C:7]([F:13])[C:3]=1[C:4]([O:6][C:23]([CH3:26])([CH3:25])[CH3:24])=[O:5], predict the reactants needed to synthesize it. The reactants are: [F:1][C:2]1[C:10]([F:11])=[C:9]([F:12])[CH:8]=[C:7]([F:13])[C:3]=1[C:4]([OH:6])=[O:5].CN(C1C=CC=CN=1)C.[C:23](OC(OC(O[C:23]([CH3:26])([CH3:25])[CH3:24])=O)=O)([CH3:26])([CH3:25])[CH3:24]. (9) Given the product [I:10][C:9]1[N:4]2[C:5]([S:6][C:2]([C:16]3[CH:15]=[C:14]4[C:19](=[CH:18][CH:17]=3)[NH:11][CH:12]=[CH:13]4)=[N:3]2)=[N:7][CH:8]=1, predict the reactants needed to synthesize it. The reactants are: Br[C:2]1[S:6][C:5]2=[N:7][CH:8]=[C:9]([I:10])[N:4]2[N:3]=1.[NH:11]1[C:19]2[C:14](=[CH:15][C:16](B(O)O)=[CH:17][CH:18]=2)[CH:13]=[CH:12]1.C([O-])([O-])=O.[Na+].[Na+]. (10) Given the product [Cl:45][C:46]1[C:51]([Br:52])=[CH:50][C:49]([O:44][C@@H:41]2[CH2:42][CH2:43][N:39]([C:37]([O:36][C:32]([CH3:35])([CH3:33])[CH3:34])=[O:38])[CH2:40]2)=[CH:48][N:47]=1, predict the reactants needed to synthesize it. The reactants are: C1C=CC(P(C2C=CC=CC=2)C2C=CC=CC=2)=CC=1.CCOC(/N=N/C(OCC)=O)=O.[C:32]([O:36][C:37]([N:39]1[CH2:43][CH2:42][C@@H:41]([OH:44])[CH2:40]1)=[O:38])([CH3:35])([CH3:34])[CH3:33].[Cl:45][C:46]1[C:51]([Br:52])=[CH:50][C:49](O)=[CH:48][N:47]=1.